From a dataset of Forward reaction prediction with 1.9M reactions from USPTO patents (1976-2016). Predict the product of the given reaction. (1) Given the reactants C[C@@H]1CCCN(C(C2C=C(C)C=CC=2C2C=NN(C)C=2)=O)[C@@H]1CN[C:25]1[CH:30]=[CH:29][C:28]([C:31]([F:34])([F:33])[F:32])=[CH:27][N:26]=1.[NH2:35][CH2:36][C@@H:37]1[C@H:42]([CH3:43])[CH2:41][CH2:40][CH2:39][N:38]1[C:44]([C:46]1[CH:51]=[C:50]([CH3:52])[CH:49]=[CH:48][C:47]=1[N:53]1[N:57]=[CH:56][CH:55]=[N:54]1)=[O:45].ClC1C(C(F)(F)F)=CC=CN=1, predict the reaction product. The product is: [CH3:43][C@@H:42]1[CH2:41][CH2:40][CH2:39][N:38]([C:44]([C:46]2[CH:51]=[C:50]([CH3:52])[CH:49]=[CH:48][C:47]=2[N:53]2[N:57]=[CH:56][CH:55]=[N:54]2)=[O:45])[C@@H:37]1[CH2:36][NH:35][C:27]1[C:28]([C:31]([F:34])([F:33])[F:32])=[CH:29][CH:30]=[CH:25][N:26]=1. (2) Given the reactants C(O[BH-](OC(=O)C)OC(=O)C)(=O)C.[Na+].[CH:15](=O)[CH2:16][CH2:17][CH2:18][CH3:19].[NH2:21][C:22]1[CH:27]=[CH:26][C:25]([C:28]2[CH:33]=[CH:32][C:31]([NH:34][C:35]([C:37]3[CH:42]=[C:41]([N+:43]([O-:45])=[O:44])[CH:40]=[CH:39][C:38]=3[Cl:46])=[O:36])=[CH:30][CH:29]=2)=[CH:24][CH:23]=1.C(=O)(O)[O-].[Na+], predict the reaction product. The product is: [CH2:15]([NH:21][C:22]1[CH:23]=[CH:24][C:25]([C:28]2[CH:29]=[CH:30][C:31]([NH:34][C:35]([C:37]3[CH:42]=[C:41]([N+:43]([O-:45])=[O:44])[CH:40]=[CH:39][C:38]=3[Cl:46])=[O:36])=[CH:32][CH:33]=2)=[CH:26][CH:27]=1)[CH2:16][CH2:17][CH2:18][CH3:19]. (3) Given the reactants [CH3:1][O:2][C:3]1[CH:11]=[C:10]2[C:6]([CH:7]=[N:8][NH:9]2)=[CH:5][C:4]=1[NH:12][C:13]1[C:14]2[C:21]3[CH2:22][CH2:23][CH:24]([C:26](O)=[O:27])[CH2:25][C:20]=3[S:19][C:15]=2[N:16]=[CH:17][N:18]=1.[CH3:29][NH:30][CH:31]([CH3:33])[CH3:32], predict the reaction product. The product is: [CH:31]([N:30]([CH3:29])[C:26]([CH:24]1[CH2:23][CH2:22][C:21]2[C:14]3[C:13]([NH:12][C:4]4[CH:5]=[C:6]5[C:10](=[CH:11][C:3]=4[O:2][CH3:1])[NH:9][N:8]=[CH:7]5)=[N:18][CH:17]=[N:16][C:15]=3[S:19][C:20]=2[CH2:25]1)=[O:27])([CH3:33])[CH3:32]. (4) Given the reactants Br[C:2]1[CH:10]=[CH:9][CH:8]=[C:7]2[C:3]=1[CH:4]=[CH:5][NH:6]2.B1(B2OC(C)(C)C(C)(C)O2)OC(C)(C)C(C)(C)O1.C([O-])(=O)C.[K+].C([O-])(O)=O.[Na+].Cl[C:40]1[CH:45]=[N:44][CH:43]=[CH:42][N:41]=1, predict the reaction product. The product is: [N:41]1[CH:42]=[CH:43][N:44]=[CH:45][C:40]=1[C:2]1[CH:10]=[CH:9][CH:8]=[C:7]2[C:3]=1[CH:4]=[CH:5][NH:6]2. (5) Given the reactants [Br:1][C:2]1[CH:8]=[C:7]([S:9]([CH3:12])(=[O:11])=[O:10])[CH:6]=[CH:5][C:3]=1[NH2:4].[Cl:13][C:14]1[CH:19]=[CH:18][C:17](I)=[CH:16][CH:15]=1.C(=O)([O-])[O-].[Cs+].[Cs+].CC1(C)C2C(=C(P(C3C=CC=CC=3)C3C=CC=CC=3)C=CC=2)OC2C(P(C3C=CC=CC=3)C3C=CC=CC=3)=CC=CC1=2, predict the reaction product. The product is: [Br:1][C:2]1[CH:8]=[C:7]([S:9]([CH3:12])(=[O:11])=[O:10])[CH:6]=[CH:5][C:3]=1[NH:4][C:17]1[CH:18]=[CH:19][C:14]([Cl:13])=[CH:15][CH:16]=1. (6) Given the reactants [CH3:1][O:2][C:3](=[O:20])[CH2:4][C:5]1[N:10]=[C:9]([O:11]C)[C:8]([Cl:13])=[C:7]([N:14]2[CH2:19][CH2:18][O:17][CH2:16][CH2:15]2)[N:6]=1.O1CCOCC1, predict the reaction product. The product is: [CH3:1][O:2][C:3](=[O:20])[CH2:4][C:5]1[NH:10][C:9](=[O:11])[C:8]([Cl:13])=[C:7]([N:14]2[CH2:19][CH2:18][O:17][CH2:16][CH2:15]2)[N:6]=1. (7) Given the reactants [CH3:1][O:2][C:3]1[CH:8]=[CH:7][NH:6][C:5](=[O:9])[C:4]=1[C:10]#[N:11].[I:12]N1C(=O)CCC1=O, predict the reaction product. The product is: [I:12][C:8]1[C:3]([O:2][CH3:1])=[C:4]([C:10]#[N:11])[C:5](=[O:9])[NH:6][CH:7]=1.